This data is from Full USPTO retrosynthesis dataset with 1.9M reactions from patents (1976-2016). The task is: Predict the reactants needed to synthesize the given product. (1) Given the product [Br:13][CH2:31][C:29]1[CH:28]=[CH:27][C:23]([C:24]([OH:26])=[O:25])=[C:22]([F:21])[CH:30]=1, predict the reactants needed to synthesize it. The reactants are: CC(N=NC(C#N)(C)C)(C#N)C.[Br:13]N1C(=O)CCC1=O.[F:21][C:22]1[CH:30]=[C:29]([CH3:31])[CH:28]=[CH:27][C:23]=1[C:24]([OH:26])=[O:25]. (2) Given the product [Cl:1][C:2]1[C:11]([CH2:12][OH:13])=[C:10]([CH2:17][CH3:18])[C:9]2[C:4](=[CH:5][C:6]([F:21])=[C:7]([O:19][CH3:20])[CH:8]=2)[N:3]=1, predict the reactants needed to synthesize it. The reactants are: [Cl:1][C:2]1[C:11]([C:12](OCC)=[O:13])=[C:10]([CH2:17][CH3:18])[C:9]2[C:4](=[CH:5][C:6]([F:21])=[C:7]([O:19][CH3:20])[CH:8]=2)[N:3]=1.[H-].C([Al+]CC(C)C)C(C)C.[C@H](O)(C([O-])=O)[C@@H](O)C([O-])=O.[Na+].[K+]. (3) Given the product [Br:34][CH2:2][C:3]1[CH:4]=[C:5]([CH:8]=[CH:9][C:10]=1[CH:11]1[C:16]2[C:17](=[O:20])[CH2:18][CH2:19][C:15]=2[N:14]([C:21]2[CH:26]=[CH:25][CH:24]=[C:23]([C:27]([F:30])([F:29])[F:28])[CH:22]=2)[C:13](=[O:31])[N:12]1[CH3:32])[C:6]#[N:7], predict the reactants needed to synthesize it. The reactants are: O[CH2:2][C:3]1[CH:4]=[C:5]([CH:8]=[CH:9][C:10]=1[CH:11]1[C:16]2[C:17](=[O:20])[CH2:18][CH2:19][C:15]=2[N:14]([C:21]2[CH:26]=[CH:25][CH:24]=[C:23]([C:27]([F:30])([F:29])[F:28])[CH:22]=2)[C:13](=[O:31])[N:12]1[CH3:32])[C:6]#[N:7].P(Br)(Br)[Br:34]. (4) Given the product [C:1]([O:5][CH:6]([C:11]1[C:12]([C:21]2[CH:22]=[C:23]3[C:28](=[CH:29][CH:30]=2)[O:27][CH2:26][CH2:25][CH2:24]3)=[C:13]2[CH:20]=[CH:19][N:18]([CH2:34][C:33]3[CH:36]=[C:37]([F:40])[CH:38]=[CH:39][C:32]=3[F:31])[C:14]2=[N:15][C:16]=1[CH3:17])[C:7]([OH:9])=[O:8])([CH3:4])([CH3:3])[CH3:2], predict the reactants needed to synthesize it. The reactants are: [C:1]([O:5][CH:6]([C:11]1[C:12]([C:21]2[CH:22]=[C:23]3[C:28](=[CH:29][CH:30]=2)[O:27][CH2:26][CH2:25][CH2:24]3)=[C:13]2[CH:20]=[CH:19][NH:18][C:14]2=[N:15][C:16]=1[CH3:17])[C:7]([O:9]C)=[O:8])([CH3:4])([CH3:3])[CH3:2].[F:31][C:32]1[CH:39]=[CH:38][C:37]([F:40])=[CH:36][C:33]=1[CH2:34]Br. (5) Given the product [Cl:1][C:2]1[CH:3]=[CH:4][C:5]([S:8]([N:11]([CH2:19][C:20]2[CH:21]=[CH:22][C:23]([C:24]([NH:30][C:31]([CH3:37])([CH3:36])[C:32]([O:34][CH3:35])=[O:33])=[O:25])=[CH:27][CH:28]=2)[CH:12]2[CH2:17][CH2:16][CH2:15][CH2:14][CH:13]2[CH3:18])(=[O:9])=[O:10])=[CH:6][CH:7]=1, predict the reactants needed to synthesize it. The reactants are: [Cl:1][C:2]1[CH:7]=[CH:6][C:5]([S:8]([N:11]([CH2:19][C:20]2[CH:28]=[CH:27][C:23]([C:24](O)=[O:25])=[CH:22][CH:21]=2)[CH:12]2[CH2:17][CH2:16][CH2:15][CH2:14][CH:13]2[CH3:18])(=[O:10])=[O:9])=[CH:4][CH:3]=1.Cl.[NH2:30][C:31]([CH3:37])([CH3:36])[C:32]([O:34][CH3:35])=[O:33].F[P-](F)(F)(F)(F)F.N1(O[P+](N(C)C)(N(C)C)N(C)C)C2C=CC=CC=2N=N1.C1C=CC2N(O)N=NC=2C=1.O.C(N(C(C)C)C(C)C)C.